This data is from Merck oncology drug combination screen with 23,052 pairs across 39 cell lines. The task is: Regression. Given two drug SMILES strings and cell line genomic features, predict the synergy score measuring deviation from expected non-interaction effect. (1) Drug 2: C#Cc1cccc(Nc2ncnc3cc(OCCOC)c(OCCOC)cc23)c1. Drug 1: O=C(O)C1(Cc2cccc(Nc3nccs3)n2)CCC(Oc2cccc(Cl)c2F)CC1. Cell line: MDAMB436. Synergy scores: synergy=-0.515. (2) Drug 1: NC(=O)c1cccc2cn(-c3ccc(C4CCCNC4)cc3)nc12. Drug 2: CC(C)CC(NC(=O)C(Cc1ccccc1)NC(=O)c1cnccn1)B(O)O. Cell line: T47D. Synergy scores: synergy=-11.2. (3) Drug 1: CN(Cc1cnc2nc(N)nc(N)c2n1)c1ccc(C(=O)NC(CCC(=O)O)C(=O)O)cc1. Drug 2: CS(=O)(=O)CCNCc1ccc(-c2ccc3ncnc(Nc4ccc(OCc5cccc(F)c5)c(Cl)c4)c3c2)o1. Cell line: OV90. Synergy scores: synergy=8.78. (4) Drug 1: COc1cccc2c1C(=O)c1c(O)c3c(c(O)c1C2=O)CC(O)(C(=O)CO)CC3OC1CC(N)C(O)C(C)O1. Drug 2: NC1(c2ccc(-c3nc4ccn5c(=O)[nH]nc5c4cc3-c3ccccc3)cc2)CCC1. Cell line: SKOV3. Synergy scores: synergy=1.94. (5) Drug 2: Cn1cc(-c2cnn3c(N)c(Br)c(C4CCCNC4)nc23)cn1. Synergy scores: synergy=21.7. Drug 1: O=P1(N(CCCl)CCCl)NCCCO1. Cell line: LNCAP. (6) Drug 1: CCC1=CC2CN(C1)Cc1c([nH]c3ccccc13)C(C(=O)OC)(c1cc3c(cc1OC)N(C)C1C(O)(C(=O)OC)C(OC(C)=O)C4(CC)C=CCN5CCC31C54)C2. Drug 2: O=C(CCCCCCC(=O)Nc1ccccc1)NO. Cell line: EFM192B. Synergy scores: synergy=-0.104. (7) Drug 1: CCC1=CC2CN(C1)Cc1c([nH]c3ccccc13)C(C(=O)OC)(c1cc3c(cc1OC)N(C)C1C(O)(C(=O)OC)C(OC(C)=O)C4(CC)C=CCN5CCC31C54)C2. Drug 2: COC1=C2CC(C)CC(OC)C(O)C(C)C=C(C)C(OC(N)=O)C(OC)C=CC=C(C)C(=O)NC(=CC1=O)C2=O. Cell line: OV90. Synergy scores: synergy=19.1. (8) Drug 1: CN(C)C(=N)N=C(N)N. Drug 2: CCc1cnn2c(NCc3ccc[n+]([O-])c3)cc(N3CCCCC3CCO)nc12. Cell line: NCIH520. Synergy scores: synergy=-4.55. (9) Drug 1: O=C(O)C1(Cc2cccc(Nc3nccs3)n2)CCC(Oc2cccc(Cl)c2F)CC1. Drug 2: CCc1cnn2c(NCc3ccc[n+]([O-])c3)cc(N3CCCCC3CCO)nc12. Cell line: HCT116. Synergy scores: synergy=-3.00. (10) Drug 1: O=c1[nH]cc(F)c(=O)[nH]1. Drug 2: NC1(c2ccc(-c3nc4ccn5c(=O)[nH]nc5c4cc3-c3ccccc3)cc2)CCC1. Cell line: A375. Synergy scores: synergy=1.46.